Dataset: TCR-epitope binding with 47,182 pairs between 192 epitopes and 23,139 TCRs. Task: Binary Classification. Given a T-cell receptor sequence (or CDR3 region) and an epitope sequence, predict whether binding occurs between them. (1) The epitope is SQASSRSSSR. The TCR CDR3 sequence is CASSQLGIQETQYF. Result: 1 (the TCR binds to the epitope). (2) The epitope is PROT_97E67BCC. The TCR CDR3 sequence is CASSPRTSGTDTQYF. Result: 1 (the TCR binds to the epitope). (3) The epitope is GILGFVFTL. The TCR CDR3 sequence is CASSGTGAGEQYF. Result: 1 (the TCR binds to the epitope). (4) The epitope is KLWAQCVQL. The TCR CDR3 sequence is CAISELAGYTGELFF. Result: 1 (the TCR binds to the epitope). (5) The epitope is IYSKHTPINL. The TCR CDR3 sequence is CASSLGAGGEQFF. Result: 0 (the TCR does not bind to the epitope). (6) The epitope is YLQPRTFLL. The TCR CDR3 sequence is CASSLTGGGNTGELFF. Result: 1 (the TCR binds to the epitope).